Dataset: Blood-brain barrier permeability classification from the B3DB database. Task: Regression/Classification. Given a drug SMILES string, predict its absorption, distribution, metabolism, or excretion properties. Task type varies by dataset: regression for continuous measurements (e.g., permeability, clearance, half-life) or binary classification for categorical outcomes (e.g., BBB penetration, CYP inhibition). Dataset: b3db_classification. (1) The drug is O=C(O)c1ccccc1Oc1ccccc1. The result is 1 (penetrates BBB). (2) The compound is OC(c1ccccc1)(c1ccccc1)C1CC1c1ccncc1. The result is 1 (penetrates BBB). (3) The drug is OC[C@H](O)[C@H](O)[C@@H](O)[C@@H](O)CO. The result is 0 (does not penetrate BBB).